This data is from TCR-epitope binding with 47,182 pairs between 192 epitopes and 23,139 TCRs. The task is: Binary Classification. Given a T-cell receptor sequence (or CDR3 region) and an epitope sequence, predict whether binding occurs between them. (1) The TCR CDR3 sequence is CASSLAGVADYEQYF. The epitope is YLNTLTLAV. Result: 1 (the TCR binds to the epitope). (2) The epitope is TTLPVNVAF. The TCR CDR3 sequence is CASSDGIQYF. Result: 0 (the TCR does not bind to the epitope). (3) The epitope is VTEHDTLLY. The TCR CDR3 sequence is CASSGTSLGGELFF. Result: 1 (the TCR binds to the epitope). (4) The epitope is KLSYGIATV. The TCR CDR3 sequence is CASSFGAGGARTGELFF. Result: 0 (the TCR does not bind to the epitope).